Dataset: Catalyst prediction with 721,799 reactions and 888 catalyst types from USPTO. Task: Predict which catalyst facilitates the given reaction. Reactant: Cl[C:2]1[C:3]2[S:18][C:17]([NH2:19])=[N:16][C:4]=2[N:5]=[C:6]([S:8][CH2:9][C:10]2[CH:15]=[CH:14][CH:13]=[CH:12][CH:11]=2)[N:7]=1.[NH2:20][C@@H:21]([CH2:23][OH:24])[CH3:22].C(N(C(C)C)CC)(C)C.O. Product: [NH2:19][C:17]1[S:18][C:3]2[C:2]([NH:20][C@H:21]([CH3:22])[CH2:23][OH:24])=[N:7][C:6]([S:8][CH2:9][C:10]3[CH:15]=[CH:14][CH:13]=[CH:12][CH:11]=3)=[N:5][C:4]=2[N:16]=1. The catalyst class is: 60.